Dataset: Forward reaction prediction with 1.9M reactions from USPTO patents (1976-2016). Task: Predict the product of the given reaction. Given the reactants [SH:1][C:2]1[CH:11]=[CH:10][C:5]([C:6]([O:8][CH3:9])=[O:7])=[CH:4][CH:3]=1.C(=O)([O-])[O-].[K+].[K+].[Cl:18][C:19]1[CH:24]=[CH:23][C:22]([C:25]2[N:29]([CH:30]([CH:40]3[CH2:45][CH2:44][CH2:43][CH2:42][CH2:41]3)[CH2:31]OC3C=CC=CC=3F)[C:28]3[CH:46]=[C:47]([F:51])[C:48]([F:50])=[CH:49][C:27]=3[N:26]=2)=[CH:21][CH:20]=1, predict the reaction product. The product is: [CH3:9][O:8][C:6](=[O:7])[C:5]1[CH:4]=[CH:3][C:2]([S:1][CH2:31][CH:30]([N:29]2[C:28]3[CH:46]=[C:47]([F:51])[C:48]([F:50])=[CH:49][C:27]=3[N:26]=[C:25]2[C:22]2[CH:23]=[CH:24][C:19]([Cl:18])=[CH:20][CH:21]=2)[CH:40]2[CH2:41][CH2:42][CH2:43][CH2:44][CH2:45]2)=[CH:11][CH:10]=1.